This data is from Forward reaction prediction with 1.9M reactions from USPTO patents (1976-2016). The task is: Predict the product of the given reaction. (1) Given the reactants [OH:1][CH:2]([CH2:6][CH:7]([CH3:9])[CH3:8])[C:3]([OH:5])=[O:4].O1[B:15]([C@@H:16]([NH:21][C:22](=[O:35])[CH2:23][NH:24][C:25](=[O:34])[C:26]2[CH:31]=[C:30]([Cl:32])[CH:29]=[CH:28][C:27]=2[Cl:33])[CH2:17][CH:18]([CH3:20])[CH3:19])O[B:15]([C@@H:16]([NH:21][C:22](=[O:35])[CH2:23][NH:24][C:25](=[O:34])[C:26]2[CH:31]=[C:30]([Cl:32])[CH:29]=[CH:28][C:27]=2[Cl:33])[CH2:17][CH:18]([CH3:20])[CH3:19])O[B:15]1[C@@H:16]([NH:21][C:22](=[O:35])[CH2:23][NH:24][C:25](=[O:34])[C:26]1[CH:31]=[C:30]([Cl:32])[CH:29]=[CH:28][C:27]=1[Cl:33])[CH2:17][CH:18]([CH3:20])[CH3:19], predict the reaction product. The product is: [Cl:33][C:27]1[CH:28]=[CH:29][C:30]([Cl:32])=[CH:31][C:26]=1[C:25]([NH:24][CH2:23][C:22]([NH:21][C@H:16]([B:15]1[O:1][C@@H:2]([CH2:6][CH:7]([CH3:9])[CH3:8])[C:3](=[O:5])[O:4]1)[CH2:17][CH:18]([CH3:20])[CH3:19])=[O:35])=[O:34]. (2) Given the reactants [F:1][C:2]1[C:7]([O:8][CH3:9])=[CH:6][C:5]([O:10][CH3:11])=[C:4]([F:12])[C:3]=1[C:13]1[N:18]=[C:17]2[NH:19][N:20]=[C:21](I)[C:16]2=[CH:15][N:14]=1.[CH3:23][N:24]([CH3:46])[CH2:25][CH2:26][N:27]1[CH2:35][C:34]2[C:29](=[CH:30][CH:31]=[C:32](B3OC(C)(C)C(C)(C)O3)[CH:33]=2)[C:28]1=[O:45], predict the reaction product. The product is: [F:1][C:2]1[C:7]([O:8][CH3:9])=[CH:6][C:5]([O:10][CH3:11])=[C:4]([F:12])[C:3]=1[C:13]1[N:18]=[C:17]2[NH:19][N:20]=[C:21]([C:32]3[CH:33]=[C:34]4[C:29](=[CH:30][CH:31]=3)[C:28](=[O:45])[N:27]([CH2:26][CH2:25][N:24]([CH3:46])[CH3:23])[CH2:35]4)[C:16]2=[CH:15][N:14]=1. (3) The product is: [Br:9][C:10]1[CH:11]=[C:12]([C:13]([C:2]2[CH:3]=[CH:4][CH:5]=[CH:6][N:1]=2)=[O:14])[CH:20]=[CH:21][CH:22]=1. Given the reactants [N:1]1[CH:6]=[CH:5][CH:4]=[CH:3][C:2]=1[Mg]Br.[Br:9][C:10]1[CH:11]=[C:12]([CH:20]=[CH:21][CH:22]=1)[C:13](N(CC)CC)=[O:14], predict the reaction product.